From a dataset of Peptide-MHC class I binding affinity with 185,985 pairs from IEDB/IMGT. Regression. Given a peptide amino acid sequence and an MHC pseudo amino acid sequence, predict their binding affinity value. This is MHC class I binding data. (1) The peptide sequence is KIMDYGKYK. The MHC is HLA-B48:01 with pseudo-sequence HLA-B48:01. The binding affinity (normalized) is 0.0847. (2) The peptide sequence is RELLKSLSGL. The MHC is HLA-B40:02 with pseudo-sequence HLA-B40:02. The binding affinity (normalized) is 0.620. (3) The peptide sequence is TTTDGYAHV. The MHC is HLA-A02:19 with pseudo-sequence HLA-A02:19. The binding affinity (normalized) is 0.0847. (4) The binding affinity (normalized) is 0.474. The MHC is HLA-B54:01 with pseudo-sequence HLA-B54:01. The peptide sequence is IPVDLVKSSF. (5) The peptide sequence is HSYLWDHQM. The MHC is HLA-A24:03 with pseudo-sequence HLA-A24:03. The binding affinity (normalized) is 0.0847. (6) The peptide sequence is VMPEKRNVVV. The MHC is HLA-A02:03 with pseudo-sequence HLA-A02:03. The binding affinity (normalized) is 0.473. (7) The peptide sequence is DSPHYVPIL. The MHC is Mamu-B03 with pseudo-sequence Mamu-B03. The binding affinity (normalized) is 0.204. (8) The peptide sequence is IIYVGCGER. The MHC is HLA-B18:01 with pseudo-sequence HLA-B18:01. The binding affinity (normalized) is 0.0847. (9) The peptide sequence is ATNNLGFMY. The MHC is HLA-B27:05 with pseudo-sequence HLA-B27:05. The binding affinity (normalized) is 0.0847. (10) The peptide sequence is GPIGKLIAV. The MHC is HLA-A02:02 with pseudo-sequence HLA-A02:02. The binding affinity (normalized) is 0.